From a dataset of Forward reaction prediction with 1.9M reactions from USPTO patents (1976-2016). Predict the product of the given reaction. (1) Given the reactants [OH:1][CH2:2][CH2:3][CH2:4][CH2:5][CH2:6][C:7]([O:9][CH2:10][CH3:11])=[O:8].[Si:12](OC(CCC)CC(OCC)=O)([C:15]([CH3:18])([CH3:17])[CH3:16])([CH3:14])[CH3:13], predict the reaction product. The product is: [Si:12]([O:1][CH2:2][CH2:3][CH2:4][CH2:5][CH2:6][C:7]([O:9][CH2:10][CH3:11])=[O:8])([C:15]([CH3:18])([CH3:17])[CH3:16])([CH3:14])[CH3:13]. (2) Given the reactants C([NH:9][C:10](=[S:25])[NH:11][C:12]1[CH:17]=[C:16]([CH2:18][C:19]([O:21][CH2:22][CH3:23])=[O:20])[C:15]([Br:24])=[CH:14][N:13]=1)(=O)C1C=CC=CC=1.C(=O)([O-])[O-].[K+].[K+], predict the reaction product. The product is: [Br:24][C:15]1[C:16]([CH2:18][C:19]([O:21][CH2:22][CH3:23])=[O:20])=[CH:17][C:12]([NH:11][C:10]([NH2:9])=[S:25])=[N:13][CH:14]=1.